Dataset: Catalyst prediction with 721,799 reactions and 888 catalyst types from USPTO. Task: Predict which catalyst facilitates the given reaction. (1) Product: [CH:32]([NH:31][C:29]([C:28]1[CH:27]=[N:26][N:23]2[CH:22]=[CH:21][C:20]([O:8][CH2:7][C:3]3[CH:2]=[N:1][CH:6]=[CH:5][CH:4]=3)=[N:25][C:24]=12)=[O:30])([CH3:34])[CH3:33]. The catalyst class is: 3. Reactant: [N:1]1[CH:6]=[CH:5][CH:4]=[C:3]([CH2:7][OH:8])[CH:2]=1.C[Si](C)(C)[N-][Si](C)(C)C.[Li+].Cl[C:20]1[N:25]=[CH:24][N:23]2[N:26]=[CH:27][C:28]([C:29]([NH:31][CH:32]([CH3:34])[CH3:33])=[O:30])=[C:22]2[CH:21]=1. (2) Reactant: [N:1]([CH2:4][C@@H:5]1[CH2:9][C@@H:8]([S:10][C:11]([C:24]2[CH:29]=[CH:28][CH:27]=[CH:26][CH:25]=2)([C:18]2[CH:23]=[CH:22][CH:21]=[CH:20][CH:19]=2)[C:12]2[CH:17]=[CH:16][CH:15]=[CH:14][CH:13]=2)[CH2:7][NH:6]1)=[N+]=[N-].Cl[C:31]([O:33][CH2:34][C:35]1[CH:40]=[CH:39][CH:38]=[CH:37][CH:36]=1)=[O:32].C(N(C(C)C)C(C)C)C. Product: [CH2:34]([O:33][C:31]([N:6]1[CH2:7][C@H:8]([S:10][C:11]([C:24]2[CH:29]=[CH:28][CH:27]=[CH:26][CH:25]=2)([C:18]2[CH:23]=[CH:22][CH:21]=[CH:20][CH:19]=2)[C:12]2[CH:17]=[CH:16][CH:15]=[CH:14][CH:13]=2)[CH2:9][C@H:5]1[CH2:4][NH2:1])=[O:32])[C:35]1[CH:40]=[CH:39][CH:38]=[CH:37][CH:36]=1. The catalyst class is: 2. (3) Reactant: C1(P(C2C=CC=CC=2)C2C=CC=CC=2)C=CC=CC=1.CC(OC(/N=N/C(OC(C)C)=O)=O)C.[OH:34][C:35]1[CH:36]=[C:37]([N:41]2[CH:45]=[CH:44][C:43]([C:46]([OH:48])=[O:47])=[CH:42]2)[CH:38]=[CH:39][CH:40]=1.[CH2:49](O)[CH2:50][CH2:51][CH2:52][CH2:53][CH2:54][CH2:55][CH2:56][CH2:57][C:58]#[CH:59]. Product: [CH2:59]([O:47][C:46]([C:43]1[CH:44]=[CH:45][N:41]([C:37]2[CH:38]=[CH:39][CH:40]=[C:35]([OH:34])[CH:36]=2)[CH:42]=1)=[O:48])[CH2:58][CH2:57][CH2:56][CH2:55][CH2:54][CH2:53][CH2:52][CH2:51][C:50]#[CH:49]. The catalyst class is: 1. (4) Reactant: [F:1][C:2]([F:98])([F:97])[C:3]1[CH:4]=[C:5]([CH:90]=[C:91]([C:93]([F:96])([F:95])[F:94])[CH:92]=1)[C:6]([N:8]1[CH2:12][C@@:11]([CH2:20][CH2:21][N:22]2[CH2:27][CH2:26][C:25]3([C:35]4[C:30](=[CH:31][CH:32]=[CH:33][CH:34]=4)[CH2:29][C@@H:28]3[O:36][CH2:37][C:38]([N:40]([CH3:89])[CH2:41][CH2:42][CH2:43][N:44]([CH3:88])[C:45]([C:47]3[CH:52]=[CH:51][C:50]([NH:53][CH2:54][CH2:55][CH2:56][CH2:57][CH2:58][C:59]([N:61]([CH3:86])[CH2:62][CH2:63][N:64]4[CH2:69][CH2:68][CH:67]([N:70]([C:74]5[CH:79]=[CH:78][CH:77]=[CH:76][C:75]=5[C:80]5[CH:85]=[CH:84][CH:83]=[CH:82][CH:81]=5)[C:71](=[O:73])[O-:72])[CH2:66][CH2:65]4)=[O:60])=[C:49]([F:87])[CH:48]=3)=[O:46])=[O:39])[CH2:24][CH2:23]2)([C:13]2[CH:18]=[CH:17][C:16]([F:19])=[CH:15][CH:14]=2)[O:10][CH2:9]1)=[O:7].[ClH:99].O1CCOCC1. Product: [ClH:99].[ClH:99].[ClH:99].[F:98][C:2]([F:1])([F:97])[C:3]1[CH:4]=[C:5]([CH:90]=[C:91]([C:93]([F:94])([F:95])[F:96])[CH:92]=1)[C:6]([N:8]1[CH2:12][C@@:11]([CH2:20][CH2:21][N:22]2[CH2:27][CH2:26][C:25]3([C:35]4[C:30](=[CH:31][CH:32]=[CH:33][CH:34]=4)[CH2:29][C@@H:28]3[O:36][CH2:37][C:38]([N:40]([CH3:89])[CH2:41][CH2:42][CH2:43][N:44]([CH3:88])[C:45]([C:47]3[CH:52]=[CH:51][C:50]([NH:53][CH2:54][CH2:55][CH2:56][CH2:57][CH2:58][C:59]([N:61]([CH3:86])[CH2:62][CH2:63][N:64]4[CH2:65][CH2:66][CH:67]([N:70]([C:74]5[CH:79]=[CH:78][CH:77]=[CH:76][C:75]=5[C:80]5[CH:81]=[CH:82][CH:83]=[CH:84][CH:85]=5)[C:71](=[O:72])[OH:73])[CH2:68][CH2:69]4)=[O:60])=[C:49]([F:87])[CH:48]=3)=[O:46])=[O:39])[CH2:24][CH2:23]2)([C:13]2[CH:14]=[CH:15][C:16]([F:19])=[CH:17][CH:18]=2)[O:10][CH2:9]1)=[O:7]. The catalyst class is: 5. (5) Reactant: C(OC([N:8]1[CH2:13][CH2:12][C:11]([F:21])([C:14]2[C:19]([Cl:20])=[CH:18][CH:17]=[CH:16][N:15]=2)[CH2:10][CH2:9]1)=O)(C)(C)C. Product: [ClH:20].[Cl:20][C:19]1[C:14]([C:11]2([F:21])[CH2:10][CH2:9][NH:8][CH2:13][CH2:12]2)=[N:15][CH:16]=[CH:17][CH:18]=1. The catalyst class is: 89. (6) Reactant: [C:1]([O:5][C:6]([NH:8][CH2:9][CH2:10][CH2:11]/[C:12](=[CH:18]\[C:19]1[N:20]=[CH:21][N:22]([CH:24]2[CH2:29][CH2:28][CH2:27][C:26]([CH3:31])([CH3:30])[CH2:25]2)[CH:23]=1)/[C:13]([O:15][CH2:16][CH3:17])=[O:14])=[O:7])([CH3:4])([CH3:3])[CH3:2]. Product: [C:1]([O:5][C:6]([NH:8][CH2:9][CH2:10][CH2:11][CH:12]([CH2:18][C:19]1[N:20]=[CH:21][N:22]([CH:24]2[CH2:29][CH2:28][CH2:27][C:26]([CH3:30])([CH3:31])[CH2:25]2)[CH:23]=1)[C:13]([O:15][CH2:16][CH3:17])=[O:14])=[O:7])([CH3:2])([CH3:3])[CH3:4]. The catalyst class is: 178.